From a dataset of Full USPTO retrosynthesis dataset with 1.9M reactions from patents (1976-2016). Predict the reactants needed to synthesize the given product. (1) Given the product [F:21][C:15]1[CH:16]=[C:17]([I:20])[CH:18]=[CH:19][C:14]=1[NH:13][C:8]1[CH:9]=[N:10][CH:11]=[CH:12][C:7]=1[C:6]1[O:22][C:1]([NH:45][CH3:44])=[N:4][N:5]=1, predict the reactants needed to synthesize it. The reactants are: [C:1]([NH:4][NH:5][C:6](=[O:22])[C:7]1[CH:12]=[CH:11][N:10]=[CH:9][C:8]=1[NH:13][C:14]1[CH:19]=[CH:18][C:17]([I:20])=[CH:16][C:15]=1[F:21])(=O)C.C1(P(C2C=CC=CC=2)C2C=CC=CC=2)C=CC=CC=1.ClC(Cl)(Cl)[C:44]#[N:45]. (2) Given the product [CH:36]1([C:2]2[C:3]([NH2:35])=[N:4][CH:5]=[N:6][C:7]=2[N:8]2[CH2:13][CH2:12][CH:11]([C:14]3[N:15]([CH2:30][CH2:31][N:32]([CH3:34])[CH3:33])[CH:16]=[C:17]([C:19]4[CH:24]=[CH:23][C:22]([F:25])=[C:21]([C:26]([F:29])([F:28])[F:27])[CH:20]=4)[N:18]=3)[CH2:10][CH2:9]2)[CH2:38][CH2:37]1, predict the reactants needed to synthesize it. The reactants are: Br[C:2]1[C:3]([NH2:35])=[N:4][CH:5]=[N:6][C:7]=1[N:8]1[CH2:13][CH2:12][CH:11]([C:14]2[N:15]([CH2:30][CH2:31][N:32]([CH3:34])[CH3:33])[CH:16]=[C:17]([C:19]3[CH:24]=[CH:23][C:22]([F:25])=[C:21]([C:26]([F:29])([F:28])[F:27])[CH:20]=3)[N:18]=2)[CH2:10][CH2:9]1.[CH:36]1(B2OC(C)(C)C(C)(C)O2)[CH2:38][CH2:37]1.C1(P(C2CCCCC2)C2CCCCC2)CCCCC1.P(=O)([O-])[O-].[K+].[K+]. (3) Given the product [C:59]([O:58][C:56](=[O:57])[C@@H:50]([NH:49][C:9](=[O:8])[CH2:10][CH2:11][CH:12]([C:13]([O:15][C:16]([CH3:19])([CH3:18])[CH3:17])=[O:14])[NH:20][C:21](=[O:47])[CH2:22][CH2:23][CH2:24][CH2:25][CH2:26][CH2:27][CH2:28][CH2:29][CH2:30][CH2:31][CH2:32][CH2:33][CH2:34][CH2:35][CH2:36][CH2:37][CH2:38][CH2:39][C:40]([O:42][C:43]([CH3:44])([CH3:45])[CH3:46])=[O:41])[CH2:51][CH2:52][C:53]([OH:54])=[O:55])([CH3:62])([CH3:61])[CH3:60], predict the reactants needed to synthesize it. The reactants are: O=C1CCC(=O)N1[O:8][C:9](=O)[CH2:10][CH2:11][C@H:12]([NH:20][C:21](=[O:47])[CH2:22][CH2:23][CH2:24][CH2:25][CH2:26][CH2:27][CH2:28][CH2:29][CH2:30][CH2:31][CH2:32][CH2:33][CH2:34][CH2:35][CH2:36][CH2:37][CH2:38][CH2:39][C:40]([O:42][C:43]([CH3:46])([CH3:45])[CH3:44])=[O:41])[C:13]([O:15][C:16]([CH3:19])([CH3:18])[CH3:17])=[O:14].[NH2:49][C@H:50]([C:56]([O:58][C:59]([CH3:62])([CH3:61])[CH3:60])=[O:57])[CH2:51][CH2:52][C:53](=[O:55])[OH:54].CCN(C(C)C)C(C)C. (4) Given the product [F:24][C:7]1[CH:6]=[CH:5][C:4]2[N:3]=[C:2]([NH:25][C:26]3[CH:27]=[CH:28][C:29]([N:32]4[CH2:33][CH2:34][N:35]([C:38](=[O:40])[CH3:39])[CH2:36][CH2:37]4)=[CH:30][CH:31]=3)[C:11]3[NH:12][N:13]=[CH:14][C:10]=3[C:9]=2[CH:8]=1, predict the reactants needed to synthesize it. The reactants are: Cl[C:2]1[C:11]2=[N:12][N:13](CC3C=CC(OC)=CC=3)[CH:14]=[C:10]2[C:9]2[CH:8]=[C:7]([F:24])[CH:6]=[CH:5][C:4]=2[N:3]=1.[NH2:25][C:26]1[CH:31]=[CH:30][C:29]([N:32]2[CH2:37][CH2:36][N:35]([C:38](=[O:40])[CH3:39])[CH2:34][CH2:33]2)=[CH:28][CH:27]=1.Cl. (5) Given the product [CH3:20][O:21][C:22](=[O:28])[C@H:23]([C@@H:25]([CH3:27])[OH:26])[N:24]([C:61](=[O:70])[CH2:60][CH:42]([NH2:47])[CH2:43][CH2:44][CH2:45][CH2:46][CH3:41])[C:1]([O:3][C:4]([CH3:7])([CH3:6])[CH3:5])=[O:2], predict the reactants needed to synthesize it. The reactants are: [C:1](N[C@@H](CCCCC)CC(O)=O)([O:3][C:4]([CH3:7])([CH3:6])[CH3:5])=[O:2].Cl.[CH3:20][O:21][C:22](=[O:28])[C@H:23]([C@@H:25]([CH3:27])[OH:26])[NH2:24].CN([P+](ON1N=[N:47][C:42]2[CH:43]=[CH:44][CH:45]=[CH:46][C:41]1=2)(N(C)C)N(C)C)C.F[P-](F)(F)(F)(F)F.C1C=CC2N(O)N=N[C:60]=2[CH:61]=1.CN(C=[O:70])C.